Dataset: Reaction yield outcomes from USPTO patents with 853,638 reactions. Task: Predict the reaction yield, written as a fraction of the theoretical maximum amount of product (1.0 means a 100% yield; for example, 0.34 means a 34% yield). The reactants are [CH3:1][O:2][C:3]1[C:8]([N+:9]([O-])=O)=[CH:7][CH:6]=[CH:5][C:4]=1[C:12]1[O:16][C:15]([C:17]([OH:19])=[O:18])=[CH:14][CH:13]=1.C([O-])=O.[NH4+]. The catalyst is C(OCC)(=O)C.[Pd]. The product is [NH2:9][C:8]1[C:3]([O:2][CH3:1])=[C:4]([C:12]2[O:16][C:15]([C:17]([OH:19])=[O:18])=[CH:14][CH:13]=2)[CH:5]=[CH:6][CH:7]=1. The yield is 0.744.